This data is from Full USPTO retrosynthesis dataset with 1.9M reactions from patents (1976-2016). The task is: Predict the reactants needed to synthesize the given product. (1) Given the product [Cl:1][C:2]1[CH:3]=[C:4]2[C:8](=[CH:9][CH:10]=1)[C:7](=[O:11])[N:6]([C:15]1[CH:16]=[N:17][CH:18]=[C:19]([N:21]3[CH2:25][CH2:24][C@H:23]([OH:26])[CH2:22]3)[CH:20]=1)[C:5]2([CH3:13])[CH3:12], predict the reactants needed to synthesize it. The reactants are: [Cl:1][C:2]1[CH:3]=[C:4]2[C:8](=[CH:9][CH:10]=1)[C:7](=[O:11])[NH:6][C:5]2([CH3:13])[CH3:12].Br[C:15]1[CH:16]=[N:17][CH:18]=[C:19]([N:21]2[CH2:25][CH2:24][C@H:23]([O:26][Si](C(C)(C)C)(C)C)[CH2:22]2)[CH:20]=1. (2) Given the product [OH2:21].[P:20]([OH:24])([OH:23])([OH:22])=[O:21].[Cl:1][C:2]1[CH:12]=[CH:11][C:5]2[CH2:6][CH2:7][NH:8][CH2:9][CH2:10][C:4]=2[C:3]=1[CH2:13][S:14][C:15]1[NH:19][CH:18]=[CH:17][N:16]=1, predict the reactants needed to synthesize it. The reactants are: [Cl:1][C:2]1[CH:12]=[CH:11][C:5]2[CH2:6][CH2:7][NH:8][CH2:9][CH2:10][C:4]=2[C:3]=1[CH2:13][S:14][C:15]1[NH:16][CH:17]=[CH:18][N:19]=1.[P:20](=[O:24])([OH:23])([OH:22])[OH:21]. (3) Given the product [CH3:20][O:19][C:10]1[CH:11]=[C:12]([C:15]([F:17])([F:18])[F:16])[CH:13]=[CH:14][C:9]=1[N:8]1[C:41](=[O:42])[CH:40]([CH3:44])[O:1][C:2]2[CH:3]=[C:4]([S:21]([NH:24][C:25]3[S:26][CH:27]=[CH:28][N:29]=3)(=[O:23])=[O:22])[CH:5]=[CH:6][C:7]1=2, predict the reactants needed to synthesize it. The reactants are: [OH:1][C:2]1[CH:3]=[C:4]([S:21]([N:24](CC2C=CC(OC)=CC=2)[C:25]2[S:26][CH:27]=[CH:28][N:29]=2)(=[O:23])=[O:22])[CH:5]=[CH:6][C:7]=1[NH:8][C:9]1[CH:14]=[CH:13][C:12]([C:15]([F:18])([F:17])[F:16])=[CH:11][C:10]=1[O:19][CH3:20].Cl[CH:40]([CH3:44])[C:41](Cl)=[O:42].ClCC(Cl)=O. (4) The reactants are: Cl.C(OC(OCC)[N:6]1[C:14]2[C:9](=[CH:10][CH:11]=[CH:12][CH:13]=2)[C:8]([C:15]#[N:16])=[C:7]1[CH:17]=[O:18])C.C([O-])([O-])=O.[K+].[K+]. Given the product [CH:17]([C:7]1[NH:6][C:14]2[C:9]([C:8]=1[C:15]#[N:16])=[CH:10][CH:11]=[CH:12][CH:13]=2)=[O:18], predict the reactants needed to synthesize it. (5) Given the product [Cl:14][C:15]1[N:20]=[C:19]([C:7]2[CH:8]=[CH:9][C:4]([CH2:3][CH:2]([CH3:13])[CH3:1])=[CH:5][CH:6]=2)[N:18]=[C:17]([O:22][CH3:23])[N:16]=1, predict the reactants needed to synthesize it. The reactants are: [CH3:1][CH:2]([CH3:13])[CH2:3][C:4]1[CH:9]=[CH:8][C:7](B(O)O)=[CH:6][CH:5]=1.[Cl:14][C:15]1[N:20]=[C:19](Cl)[N:18]=[C:17]([O:22][CH3:23])[N:16]=1.C(=O)([O-])[O-].[Na+].[Na+]. (6) Given the product [CH2:1]([O:3][C:4]([C:6]1[O:10][N:9]=[C:8]([CH2:11][CH2:12][F:24])[CH:7]=1)=[O:5])[CH3:2], predict the reactants needed to synthesize it. The reactants are: [CH2:1]([O:3][C:4]([C:6]1[O:10][N:9]=[C:8]([CH2:11][CH2:12]O)[CH:7]=1)=[O:5])[CH3:2].COCCN(S(F)(F)[F:24])CCOC.